From a dataset of Full USPTO retrosynthesis dataset with 1.9M reactions from patents (1976-2016). Predict the reactants needed to synthesize the given product. Given the product [N:28]1([C:2]2[CH:7]=[C:6]([C:8]3[CH:13]=[CH:12][CH:11]=[CH:10][C:9]=3[C:14]([F:17])([F:16])[F:15])[N:5]=[C:4]([NH2:18])[C:3]=2[N+:19]([O-:21])=[O:20])[CH2:33][CH2:32][O:31][CH2:30][CH2:29]1, predict the reactants needed to synthesize it. The reactants are: Cl[C:2]1[CH:7]=[C:6]([C:8]2[CH:13]=[CH:12][CH:11]=[CH:10][C:9]=2[C:14]([F:17])([F:16])[F:15])[N:5]=[C:4]([NH2:18])[C:3]=1[N+:19]([O-:21])=[O:20].C([O-])([O-])=O.[K+].[K+].[NH:28]1[CH2:33][CH2:32][O:31][CH2:30][CH2:29]1.